From a dataset of Peptide-MHC class I binding affinity with 185,985 pairs from IEDB/IMGT. Regression. Given a peptide amino acid sequence and an MHC pseudo amino acid sequence, predict their binding affinity value. This is MHC class I binding data. (1) The peptide sequence is YIFFASFYY. The MHC is HLA-A26:01 with pseudo-sequence HLA-A26:01. The binding affinity (normalized) is 0.421. (2) The peptide sequence is SEMVMCGGSL. The MHC is HLA-B18:01 with pseudo-sequence HLA-B18:01. The binding affinity (normalized) is 0.457. (3) The peptide sequence is GSVPAVTI. The MHC is H-2-Kb with pseudo-sequence H-2-Kb. The binding affinity (normalized) is 0. (4) The peptide sequence is EYSYYSSMY. The MHC is HLA-A11:01 with pseudo-sequence HLA-A11:01. The binding affinity (normalized) is 0.0847. (5) The peptide sequence is TGFSNSSII. The MHC is H-2-Db with pseudo-sequence H-2-Db. The binding affinity (normalized) is 0.0759. (6) The peptide sequence is HADQLTPAW. The MHC is HLA-B40:01 with pseudo-sequence HLA-B40:01. The binding affinity (normalized) is 0.0847. (7) The peptide sequence is ELRSRYWAI. The MHC is HLA-A11:01 with pseudo-sequence HLA-A11:01. The binding affinity (normalized) is 0.0847. (8) The peptide sequence is GLFTSLGKAV. The MHC is HLA-A02:03 with pseudo-sequence HLA-A02:03. The binding affinity (normalized) is 0.729. (9) The binding affinity (normalized) is 0. The MHC is HLA-B15:01 with pseudo-sequence HLA-B15:01. The peptide sequence is KEKGGLDGL.